The task is: Predict the reactants needed to synthesize the given product.. This data is from Full USPTO retrosynthesis dataset with 1.9M reactions from patents (1976-2016). (1) Given the product [C:40]([OH:43])(=[O:42])[CH3:41].[CH3:1][O:2][C:3]1[C:12]2[O:11][CH2:10][O:9][CH2:8][C:7]=2[CH:6]=[C:5]([CH:13]([NH:26][C:27]2[CH:32]=[CH:31][C:30]([C:33]([NH2:37])=[NH:34])=[CH:29][CH:28]=2)[C:14]2[NH:15][C:16](=[O:25])[N:17]([C:19]3[N:20]=[CH:21][CH:22]=[CH:23][N:24]=3)[N:18]=2)[CH:4]=1, predict the reactants needed to synthesize it. The reactants are: [CH3:1][O:2][C:3]1[C:12]2[O:11][CH2:10][O:9][CH2:8][C:7]=2[CH:6]=[C:5]([CH:13]([NH:26][C:27]2[CH:32]=[CH:31][C:30]([C:33]3[N:37]=C(C)O[N:34]=3)=[CH:29][CH:28]=2)[C:14]2[NH:15][C:16](=[O:25])[N:17]([C:19]3[N:24]=[CH:23][CH:22]=[CH:21][N:20]=3)[N:18]=2)[CH:4]=1.O.[C:40]([OH:43])(=[O:42])[CH3:41]. (2) Given the product [N+:13]([C:16]1[CH:21]=[CH:20][C:19]2[N:22]=[C:10]([CH2:9][NH:8][C:1](=[O:2])[O:3][C:4]([CH3:7])([CH3:6])[CH3:5])[NH:23][C:18]=2[CH:17]=1)([O-:15])=[O:14], predict the reactants needed to synthesize it. The reactants are: [C:1]([NH:8][CH2:9][C:10](O)=O)([O:3][C:4]([CH3:7])([CH3:6])[CH3:5])=[O:2].[N+:13]([C:16]1[CH:21]=[CH:20][C:19]([NH2:22])=[C:18]([NH2:23])[CH:17]=1)([O-:15])=[O:14].C(O)(=O)C.O. (3) Given the product [ClH:1].[NH:3]1[C:7]2=[N:8][CH:9]=[CH:10][C:11]([NH:12][C:13](=[O:23])[C:14]3[CH:19]=[CH:18][C:17]([C@H:20]([NH2:22])[CH3:21])=[CH:16][CH:15]=3)=[C:6]2[CH:5]=[CH:4]1, predict the reactants needed to synthesize it. The reactants are: [ClH:1].Cl.[NH:3]1[C:7]2=[N:8][CH:9]=[CH:10][C:11]([NH:12][C:13](=[O:23])[C:14]3[CH:19]=[CH:18][C:17]([C@H:20]([NH2:22])[CH3:21])=[CH:16][CH:15]=3)=[C:6]2[CH:5]=[CH:4]1.[OH-].[Na+]. (4) Given the product [Br:1][C:2]1[CH:8]=[C:7]([F:9])[CH:6]=[C:5]([F:10])[C:3]=1[S:20][CH3:19], predict the reactants needed to synthesize it. The reactants are: [Br:1][C:2]1[CH:8]=[C:7]([F:9])[CH:6]=[C:5]([F:10])[C:3]=1N.N(OCCC(C)C)=O.[CH3:19][S:20]SC. (5) The reactants are: [C:1]([O:5][C:6]([N:8]1[CH2:13][CH2:12][CH:11]([C:14]2[O:22][C:21]3[C:16](=[N:17][C:18](Cl)=[CH:19][CH:20]=3)[CH:15]=2)[CH2:10][CH2:9]1)=[O:7])([CH3:4])([CH3:3])[CH3:2].[CH3:24][S:25]([C:28]1[CH:33]=[CH:32][C:31](B(O)O)=[CH:30][CH:29]=1)(=[O:27])=[O:26].C([O-])([O-])=O.[Na+].[Na+]. Given the product [C:1]([O:5][C:6]([N:8]1[CH2:13][CH2:12][CH:11]([C:14]2[O:22][C:21]3[C:16](=[N:17][C:18]([C:31]4[CH:32]=[CH:33][C:28]([S:25]([CH3:24])(=[O:27])=[O:26])=[CH:29][CH:30]=4)=[CH:19][CH:20]=3)[CH:15]=2)[CH2:10][CH2:9]1)=[O:7])([CH3:4])([CH3:3])[CH3:2], predict the reactants needed to synthesize it. (6) Given the product [F:31][C:32]([F:38])([F:37])[CH2:33][C:34]([NH:20][NH:19][C:15]1[C:14]([C:21]([F:24])([F:22])[F:23])=[C:13]([NH:12][CH2:11][C@H:9]2[CH2:10][C@@H:8]2[C:5]2[CH:6]=[CH:7][C:2]([F:1])=[CH:3][CH:4]=2)[CH:18]=[CH:17][N:16]=1)=[O:35], predict the reactants needed to synthesize it. The reactants are: [F:1][C:2]1[CH:7]=[CH:6][C:5]([C@H:8]2[CH2:10][C@@H:9]2[CH2:11][NH:12][C:13]2[CH:18]=[CH:17][N:16]=[C:15]([NH:19][NH2:20])[C:14]=2[C:21]([F:24])([F:23])[F:22])=[CH:4][CH:3]=1.C(=O)([O-])[O-].[Na+].[Na+].[F:31][C:32]([F:38])([F:37])[CH2:33][C:34](Cl)=[O:35]. (7) The reactants are: [NH2:1][C:2]1[S:3]/[C:4](=[CH:8]\[C:9]2[CH:14]=[C:13]([O:15][CH3:16])[C:12]([OH:17])=[C:11]([Cl:18])[CH:10]=2)/[C:5](=[O:7])[N:6]=1.Br[CH2:20][C:21]([C:23]1[CH:28]=[CH:27][CH:26]=[CH:25][C:24]=1[O:29][CH2:30][CH2:31][O:32][CH2:33][CH2:34][O:35][CH2:36][CH2:37][F:38])=O. Given the product [Cl:18][C:11]1[CH:10]=[C:9](/[CH:8]=[C:4]2/[C:5](=[O:7])[N:6]3[CH:20]=[C:21]([C:23]4[CH:28]=[CH:27][CH:26]=[CH:25][C:24]=4[O:29][CH2:30][CH2:31][O:32][CH2:33][CH2:34][O:35][CH2:36][CH2:37][F:38])[N:1]=[C:2]3[S:3]/2)[CH:14]=[C:13]([O:15][CH3:16])[C:12]=1[OH:17], predict the reactants needed to synthesize it. (8) Given the product [Br:1][C:2]1[CH:3]=[C:4]([OH:12])[CH:5]=[CH:6][C:7]=1[CH2:8][CH3:9], predict the reactants needed to synthesize it. The reactants are: [Br:1][C:2]1[CH:3]=[C:4](N)[CH:5]=[CH:6][C:7]=1[CH2:8][CH3:9].N([O-])=[O:12].[Na+]. (9) Given the product [NH2:7][C@@H:8]([CH2:9][CH:10]1[CH2:15][CH2:14][CH2:13][CH2:12][CH2:11]1)[C:16]([NH:17][C:18]1[S:19][CH:20]=[CH:21][N:22]=1)=[O:23], predict the reactants needed to synthesize it. The reactants are: C(OC(=O)[NH:7][C@H:8]([C:16](=[O:23])[NH:17][C:18]1[S:19][CH:20]=[CH:21][N:22]=1)[CH2:9][CH:10]1[CH2:15][CH2:14][CH2:13][CH2:12][CH2:11]1)(C)(C)C.